This data is from Drug-target binding data from BindingDB using IC50 measurements. The task is: Regression. Given a target protein amino acid sequence and a drug SMILES string, predict the binding affinity score between them. We predict pIC50 (pIC50 = -log10(IC50 in M); higher means more potent). Dataset: bindingdb_ic50. (1) The small molecule is CCOC(C)(C)c1cnc2n1C[C@H](c1cccc(F)c1F)CC[C@H]2NC(=O)N1CCC2(CC1)OC(=O)Nc1ncccc12. The target protein (Q16602) has sequence MEKKCTLNFLVLLPFFMILVTAELEESPEDSIQLGVTRNKIMTAQYECYQKIMQDPIQQAEGVYCNRTWDGWLCWNDVAAGTESMQLCPDYFQDFDPSEKVTKICDQDGNWFRHPASNRTWTNYTQCNVNTHEKVKTALNLFYLTIIGHGLSIASLLISLGIFFYFKSLSCQRITLHKNLFFSFVCNSVVTIIHLTAVANNQALVATNPVSCKVSQFIHLYLMGCNYFWMLCEGIYLHTLIVVAVFAEKQHLMWYYFLGWGFPLIPACIHAIARSLYYNDNCWISSDTHLLYIIHGPICAALLVNLFFLLNIVRVLITKLKVTHQAESNLYMKAVRATLILVPLLGIEFVLIPWRPEGKIAEEVYDYIMHILMHFQGLLVSTIFCFFNGEVQAILRRNWNQYKIQFGNSFSNSEALRSASYTVSTISDGPGYSHDCPSEHLNGKSIHDIENVLLKPENLYN. The pIC50 is 8.5. (2) The drug is CN(C)CCCn1cc(C2=C(c3cn(C)c4ccccc34)C(=O)NC2=O)c2ccccc21. The target protein (P27791) has sequence MGNAAAAKKGSEQESVKEFLAKAKEDFLKKWEDPSQNTAQLDHFDRIKTLGTGSFGRVMLVKHKESGNHYAMKILDKQKVVKLKQIEHTLNEKRILQAVNFPFLVKLEFSFKDNSNLYMVMEYVPGGEMFSHLRRIGRFSEPHARFYAAQIVLTFEYLHSLDLIYRDLKPENLLIDQQGYIQVTDFGFAKRVKGRTWTLCGTPEYLAPEIILSKGYNKAVDWWALGVLIYEMAAGYPPFFADQPIQIYEKIVSGKVRFPSHFSSDLKDLLRNLLQVDLTKRFGNLKNGVNDIKNHKWFATTDWIAIYQRKVEAPFIPKFKGPGDTSNFDDYEEEEIRVSINEKCGKEFTEF. The pIC50 is 5.5. (3) The small molecule is CC(C)C[C@@H](NC(=O)[C@H](Cc1ccccc1)NCC(=O)O)C(=O)O. The target protein (Q61391) has sequence MGRSESQMDITDINAPKPKKKQRWTPLEISLSVLVLLLTIIAVTMIALYATYDDGICKSSDCIKSAARLIQNMDASVEPCTDFFKYACGGWLKRNVIPETSSRYSNFDILRDELEVILKDVLQEPKTEDIVAVQKAKTLYRSCINESAIDSRGGQPLLKLLPDIYGWPVASDNWDQTYGTSWTAEKSIAQLNSKYGKKVLINFFVGTDDKNSTQHIIHFDQPRLGLPSRDYYECTGIYKEACTAYVDFMISVARLIRQEQSLPIDENQLSLEMNKVMELEKEIANATTKPEDRNDPMLLYNKMTLAKLQNNFSLEVNGKSFSWSNFTNEIMSTVNINIQNEEEVVVYAPEYLTKLKPILTKYSPRDLQNLMSWRFIMDLVSSLSRNYKESRNAFRKALYGTTSETATWRRCANYVNGNMENAVGRLYVEAAFAGESKHVVEDLIAQIREVFIQTLDDLTWMDAETKKKAEEKALAIKERIGYPDDIISNENKLNNEYLEL.... The pIC50 is 5.0. (4) The small molecule is Cc1ccc(C(C)C)c(NC(=O)Nc2ccc(C(C)(C)C)cc2)c1. The target protein (Q6RI86) has sequence MKRSLRRVLRPEERKEVQGVVYRGVGKDMDCSKESFKVDIEGDMCRLEAFIKNRRKLSKYEDENLCLLHHAAAEGQVELMQLIINGSSCEALNVMDDYGNTPLHWAAEKNQVESVKFLLSQGANPNLRNRNMMAPLHIAVQGMYNEVIKVLTEHKATNINLEGENGNTALMSTCAKDNSEALQILLEKGAKLCKSNKWGDYPVHQAAFSGAKRCMELILAYGEKTGYSREAHINFVNHKKASPLHLAVQSGDLDMIKMCLDSGAHIDMMENAKCMALHFAATQGATDIVKLMISSYTGSSDIVNAVDGNQETLLHRASLFDHHDLADYLISVGADINSTDSEGRSPLILATASASWNIVNLLLSKGAKVDIKDHLGRNFLHLTVQQPYGLRNLRPEFLQMQHIKELVMDEDNDGCTPLHYACRQGAPVSVNNLLRFNVSVHSKSKDKKSPLHFAASYGRINTCQRLLQDISDTRLLNEGDLHGMTPLHLAAKNGHDKVVQ.... The pIC50 is 4.6. (5) The drug is CN1CCN(c2cc(C(=O)Nc3cccc(Nc4ccc5c(c4)NC(=O)/C5=C\c4cc(C(=O)O)c[nH]4)c3)cc(C(F)(F)F)c2)CC1. The target protein (Q62190) has sequence MGLPLPLLQSSLLLMLLLRLSAASTNLNWQCPRIPYAASRDFSVKYVVPSFSAGGRVQATAAYEDSTNSAVFVATRNHLHVLGPDLQFIENLTTGPIGNPGCQTCASCGPGPHGPPKDTDTLVLVMEPGLPALVSCGSTLQGRCFLHELEPRGKALHLAAPACLFSANNNKPEACTDCVASPLGTRVTVVEQGHASYFYVASSLDPELAASFSPRSVSIRRLKSDTSGFQPGFPSLSVLPKYLASYLIKYVYSFHSGDFVYFLTVQPISVTSPPSALHTRLVRLNAVEPEIGDYRELVLDCHFAPKRRRRGAPEGTQPYPVLQAAHSAPVDAKLAVELSISEGQEVLFGVFVTVKDGGSGMGPNSVVCAFPIYHLNILIEEGVEYCCHSSNSSSLLSRGLDFFQTPSFCPNPPGGEASGPSSRCHYFPLMVHASFTRVDLFNGLLGSVKVTALHVTRLGNVTVAHMGTVDGRVLQVEIARSLNYLLYVSNFSLGSSGQPV.... The pIC50 is 5.0. (6) The drug is Cc1ccc2nc(-c3ccc(Br)o3)oc(=O)c2c1. The target protein (Q14289) has sequence MSGVSEPLSRVKLGTLRRPEGPAEPMVVVPVDVEKEDVRILKVCFYSNSFNPGKNFKLVKCTVQTEIREIITSILLSGRIGPNIRLAECYGLRLKHMKSDEIHWLHPQMTVGEVQDKYECLHVEAEWRYDLQIRYLPEDFMESLKEDRTTLLYFYQQLRNDYMQRYASKVSEGMALQLGCLELRRFFKDMPHNALDKKSNFELLEKEVGLDLFFPKQMQENLKPKQFRKMIQQTFQQYASLREEECVMKFFNTLAGFANIDQETYRCELIQGWNITVDLVIGPKGIRQLTSQDAKPTCLAEFKQIRSIRCLPLEEGQAVLQLGIEGAPQALSIKTSSLAEAENMADLIDGYCRLQGEHQGSLIIHPRKDGEKRNSLPQIPMLNLEARRSHLSESCSIESDIYAEIPDETLRRPGGPQYGIAREDVVLNRILGEGFFGEVYEGVYTNHKGEKINVAVKTCKKDCTLDNKEKFMSEAVIMKNLDHPHIVKLIGIIEEEPTWI.... The pIC50 is 5.8. (7) The pIC50 is 4.9. The small molecule is COc1cc(C)c2c(c1C=O)Oc1c(c(C)c(O)c3c1C(O)OC3=O)OC2=O. The target protein sequence is MTTDTHTLHIEEILDLLPHRFPFLLVDRVLDFEEGKFLRAVKNVSFNEPFFQGHFPGKPIFPGVLILEAMAQATGILAFKSRGKLEPGELYYFAGIDEARFKRPVVPGDQMIMEVEFVKERRGLTRFTGVAKVDGEIVCTATMMCARSKPAAPAESVVVKPDVVKPDVVNPVVKE. (8) The target protein (P41149) has sequence MNSSSTLTVLNLTLNASEDGILGSNVKNKSLACEEMGIAVEVFLTLGLVSLLENILVIGAIVKNKNLHSPMYFFVGSLAVADMLVSMSNAWETVTIYLLNNKHLVIADTFVRHIDNVFDSMICISVVASMCSLLAIAVDRYITIFYALRYHHIMTARRSGVIIACIWTFCISCGIVFIIYYESKYVIICLISMFFTMLFFMVSLYIHMFLLARNHVKRIAASPRYNSVRQRTSMKGAITLTMLLGIFIVCWSPFFLHLILMISCPQNVYCSCFMSYFNMYLILIMCNSVIDPLIYALRSQEMRRTFKEIVCCHGFRRPCRLLGGY. The small molecule is CCCC[C@H](NC(C)=O)C(=O)NCC(=O)N(CCCCN)CC(=O)N[C@H](Cc1ccccc1)C(=O)N(CCCNC(=N)N)CC(=O)N(CC(=O)NCC(N)=O)Cc1c[nH]c2ccccc12. The pIC50 is 5.5.